This data is from Reaction yield outcomes from USPTO patents with 853,638 reactions. The task is: Predict the reaction yield, written as a fraction of the theoretical maximum amount of product (1.0 means a 100% yield; for example, 0.34 means a 34% yield). The reactants are [CH2:1]([O:3][C:4](=[O:41])[CH2:5][CH2:6][CH2:7][O:8][C:9]1[CH:14]=[CH:13][CH:12]=[C:11]([CH2:15][CH2:16][CH2:17][CH2:18][CH2:19][CH2:20][O:21][C:22]2[CH:27]=[C:26]([S:28]([CH2:31][CH3:32])(=[O:30])=[O:29])[CH:25]=[C:24](Br)[CH:23]=2)[C:10]=1[CH2:34][CH2:35][C:36]([O:38][CH2:39][CH3:40])=[O:37])[CH3:2].[S:42]1[CH:46]=[CH:45][C:44](B(O)O)=[CH:43]1.C(=O)([O-])[O-].[Cs+].[Cs+]. The catalyst is C1C=CC(P(C2C=CC=CC=2)[C-]2C=CC=C2)=CC=1.C1C=CC(P(C2C=CC=CC=2)[C-]2C=CC=C2)=CC=1.Cl[Pd]Cl.[Fe+2]. The product is [CH2:1]([O:3][C:4](=[O:41])[CH2:5][CH2:6][CH2:7][O:8][C:9]1[CH:14]=[CH:13][CH:12]=[C:11]([CH2:15][CH2:16][CH2:17][CH2:18][CH2:19][CH2:20][O:21][C:22]2[CH:23]=[C:24]([C:44]3[CH:45]=[CH:46][S:42][CH:43]=3)[CH:25]=[C:26]([S:28]([CH2:31][CH3:32])(=[O:30])=[O:29])[CH:27]=2)[C:10]=1[CH2:34][CH2:35][C:36]([O:38][CH2:39][CH3:40])=[O:37])[CH3:2]. The yield is 0.760.